Dataset: Experimentally validated miRNA-target interactions with 360,000+ pairs, plus equal number of negative samples. Task: Binary Classification. Given a miRNA mature sequence and a target amino acid sequence, predict their likelihood of interaction. (1) The miRNA is hsa-miR-1304-3p with sequence UCUCACUGUAGCCUCGAACCCC. The protein sequence of the target gene is MEPLGLVVHGKAEPFSAALRSLVNNPRYSDVCFVVGQERQEVFAHRCLLACRCNFFQRLLGTEPGPGVPSPVVLSTVPTEAFLAVLEFLYTNSVKLYRHSVLEVLTAAVEYGLEELRELCLQFVVKVLDVDLVCEALQVAVTFGLGQLQERCVAFIEAHSQEALRTRGFLELSAAALLPLLRSDKLCVDEAELVRAARSWARVGAAVLERPVAEVAAPVVKELRLALLAPAELSALEEQNRQEPLIPVEQIVEAWKCHALRRGDEARGAPCRRRRGTLPREHHRFLDLSFK. Result: 1 (interaction). (2) The miRNA is hsa-miR-608 with sequence AGGGGUGGUGUUGGGACAGCUCCGU. The protein sequence of the target gene is MMAALYPSTDLSGASSSSLPSSPSSSSPNEVMALKDVREVKEENTLNEKLFLLACDKGDYYMVKKILEENSSGDLNINCVDVLGRNAVTITIENENLDILQLLLDYGCQSADALLVAIDSEVVGAVDILLNHRPKRSSRPTIVKLMERIQNPEYSTTMDVAPVILAAHRNNYEILTMLLKQDVSLPKPHAVGCECTLCSAKNKKDSLRHSRFRLDIYRCLASPALIMLTEEDPILRAFELSADLKELSLVEVEFRNDYEELARQCKMFAKDLLAQARNSRELEVILNHTSSDEPLDKRGL.... Result: 0 (no interaction).